Dataset: Forward reaction prediction with 1.9M reactions from USPTO patents (1976-2016). Task: Predict the product of the given reaction. (1) The product is: [Cl:16][C:7]1[C:8]([O:14][CH3:15])=[C:9]([O:12][CH3:13])[CH:10]=[C:11]2[C:6]=1[CH:5]=[C:4]([NH:17][C:18]1[CH:22]=[C:21]([CH3:23])[NH:20][N:19]=1)[N:3]=[C:2]2[O:12][CH:9]([CH3:10])[CH3:8]. Given the reactants Cl[C:2]1[C:11]2[C:6](=[C:7]([Cl:16])[C:8]([O:14][CH3:15])=[C:9]([O:12][CH3:13])[CH:10]=2)[CH:5]=[C:4]([NH:17][C:18]2[CH:22]=[C:21]([CH3:23])[NH:20][N:19]=2)[N:3]=1, predict the reaction product. (2) Given the reactants [CH3:1][O:2][C:3]1[CH:4]=[C:5]2[C:10](=[CH:11][C:12]=1[O:13][CH3:14])[N:9]=[CH:8][N:7]=[C:6]2[O:15][C:16]1[CH:22]=[CH:21][C:19]([NH2:20])=[C:18]([CH3:23])[C:17]=1[CH3:24].C1(C)C=CC=CC=1.C(N(CC)CC)C.ClC(Cl)(O[C:43](=[O:49])[O:44][C:45](Cl)(Cl)Cl)Cl.[F:51][C:52]1[CH:62]=[CH:61][CH:60]=[CH:59][C:53]=1[O:54][CH2:55][CH2:56]CO, predict the reaction product. The product is: [CH3:1][O:2][C:3]1[CH:4]=[C:5]2[C:10](=[CH:11][C:12]=1[O:13][CH3:14])[N:9]=[CH:8][N:7]=[C:6]2[O:15][C:16]1[CH:22]=[CH:21][C:19]([NH:20][C:43](=[O:49])[O:44][CH2:45][CH2:56][CH2:55][O:54][C:53]2[CH:59]=[CH:60][CH:61]=[CH:62][C:52]=2[F:51])=[C:18]([CH3:23])[C:17]=1[CH3:24]. (3) Given the reactants [Br:1][C:2]1[CH:3]=[C:4]2[C:9](=[C:10]([P:12](=[O:19])([O:16][CH2:17][CH3:18])[O:13][CH2:14][CH3:15])[CH:11]=1)[N:8]=[C:7]([CH:20]=[O:21])[CH:6]=[CH:5]2.[CH2:22]([Mg]Br)[CH:23]([CH3:25])[CH3:24].C1COCC1, predict the reaction product. The product is: [Br:1][C:2]1[CH:3]=[C:4]2[C:9](=[C:10]([P:12](=[O:19])([O:16][CH2:17][CH3:18])[O:13][CH2:14][CH3:15])[CH:11]=1)[N:8]=[C:7]([CH:20]([OH:21])[CH2:22][CH:23]([CH3:25])[CH3:24])[CH:6]=[CH:5]2. (4) Given the reactants Cl.[CH3:2][O:3][C:4](=[O:17])[C@@H:5]([CH2:7][C:8]1[C:16]2[C:11](=[CH:12][CH:13]=[CH:14][CH:15]=2)[NH:10][CH:9]=1)[NH2:6].C(N(CC)CC)C.[Br:25][C:26]1[CH:27]=[CH:28][C:29]([OH:36])=[C:30]([S:32](Cl)(=[O:34])=[O:33])[CH:31]=1.Cl, predict the reaction product. The product is: [CH3:2][O:3][C:4](=[O:17])[C@H:5]([NH:6][S:32]([C:30]1[CH:31]=[C:26]([Br:25])[CH:27]=[CH:28][C:29]=1[OH:36])(=[O:33])=[O:34])[CH2:7][C:8]1[C:16]2[C:11](=[CH:12][CH:13]=[CH:14][CH:15]=2)[NH:10][CH:9]=1.